Dataset: Full USPTO retrosynthesis dataset with 1.9M reactions from patents (1976-2016). Task: Predict the reactants needed to synthesize the given product. (1) Given the product [S:1]1[CH2:2][CH:3]=[C:4]([C:7]2[C:8]([F:15])=[CH:9][C:10]([NH:14][C:21](=[O:28])[O:23][CH2:24][CH:25]([CH3:27])[CH3:26])=[CH:11][C:12]=2[F:13])[CH2:5][CH2:6]1, predict the reactants needed to synthesize it. The reactants are: [S:1]1[CH2:6][CH:5]=[C:4]([C:7]2[C:12]([F:13])=[CH:11][C:10]([NH2:14])=[CH:9][C:8]=2[F:15])[CH2:3][CH2:2]1.C(=O)(O)[O-].[Na+].[C:21](=[O:28])([O:23][CH2:24][CH:25]([CH3:27])[CH3:26])N. (2) Given the product [NH2:32][C:2]1[CH:11]=[CH:10][C:9]([F:12])=[C:8]2[C:3]=1[CH:4]=[N:5][C:6]([CH3:13])=[N:7]2, predict the reactants needed to synthesize it. The reactants are: F[C:2]1[CH:11]=[CH:10][C:9]([F:12])=[C:8]2[C:3]=1[CH:4]=[N:5][C:6]([CH3:13])=[N:7]2.C1OCCOCCOCCOCCOCCOC1.[N-:32]=[N+]=[N-].[Na+]. (3) The reactants are: [Cl:1][C:2]1[N:7]=[C:6](Cl)[CH:5]=[CH:4][N:3]=1.[CH:9]1([Mg]Br)[CH2:11][CH2:10]1.O. Given the product [Cl:1][C:2]1[N:7]=[C:6]([CH:9]2[CH2:11][CH2:10]2)[CH:5]=[CH:4][N:3]=1, predict the reactants needed to synthesize it. (4) Given the product [Cl:1][C:2]1[CH:7]=[C:6]([O:22][CH:20]([CH3:21])[CH3:19])[C:5]([N+:9]([O-:11])=[O:10])=[CH:4][C:3]=1[CH3:12], predict the reactants needed to synthesize it. The reactants are: [Cl:1][C:2]1[CH:7]=[C:6](F)[C:5]([N+:9]([O-:11])=[O:10])=[CH:4][C:3]=1[CH3:12].C([O-])([O-])=O.[Cs+].[Cs+].[CH3:19][CH:20]([OH:22])[CH3:21]. (5) Given the product [CH3:14][O:13][CH:3]([O:2][CH3:1])[C:4]1[N:5]([C:16]2[CH:21]=[CH:20][C:19]([N+:22]([O-:24])=[O:23])=[CH:18][CH:17]=2)[CH:6]=[C:7]([C:9]([F:12])([F:11])[F:10])[N:8]=1, predict the reactants needed to synthesize it. The reactants are: [CH3:1][O:2][CH:3]([O:13][CH3:14])[C:4]1[NH:5][CH:6]=[C:7]([C:9]([F:12])([F:11])[F:10])[N:8]=1.F[C:16]1[CH:21]=[CH:20][C:19]([N+:22]([O-:24])=[O:23])=[CH:18][CH:17]=1.C([O-])([O-])=O.[K+].[K+]. (6) Given the product [CH3:19][C:11]1([C:14]([O:16][CH2:17][CH3:18])=[O:15])[CH2:12][CH2:13][N:8]([C:5]2[N:4]=[CH:3][C:2]([B:25]3[O:29][C:28]([CH3:31])([CH3:30])[C:27]([CH3:33])([CH3:32])[O:26]3)=[CH:7][N:6]=2)[CH2:9][CH2:10]1, predict the reactants needed to synthesize it. The reactants are: Br[C:2]1[CH:3]=[N:4][C:5]([N:8]2[CH2:13][CH2:12][C:11]([CH3:19])([C:14]([O:16][CH2:17][CH3:18])=[O:15])[CH2:10][CH2:9]2)=[N:6][CH:7]=1.C([O-])(=O)C.[K+].[B:25]1([B:25]2[O:29][C:28]([CH3:31])([CH3:30])[C:27]([CH3:33])([CH3:32])[O:26]2)[O:29][C:28]([CH3:31])([CH3:30])[C:27]([CH3:33])([CH3:32])[O:26]1.C1(P(C2CCCCC2)C2CCCCC2)CCCCC1.